Dataset: Forward reaction prediction with 1.9M reactions from USPTO patents (1976-2016). Task: Predict the product of the given reaction. (1) Given the reactants [CH3:1][O:2][C:3](=[O:13])[CH2:4][C:5]1[CH:10]=[CH:9][C:8](Cl)=[CH:7][C:6]=1[F:12].C1(P(C2CCCCC2)C2C=CC=CC=2C2C(OC)=CC=CC=2OC)CCCCC1.P([O-])([O-])([O-])=O.[K+].[K+].[K+].[CH3:51][C:52]1[CH:53]=[C:54]([C:68]([C:73]2[CH:78]=[CH:77][C:76](/[CH:79]=[CH:80]/[C:81]([CH2:85][CH3:86])([OH:84])[CH2:82][CH3:83])=[C:75]([CH3:87])[CH:74]=2)([CH2:71][CH3:72])[CH2:69][CH3:70])[CH:55]=[C:56]([CH3:67])[C:57]=1B1OC(C)(C)C(C)(C)O1.[Cl-].[NH4+], predict the reaction product. The product is: [CH3:1][O:2][C:3](=[O:13])[CH2:4][C:5]1[CH:10]=[CH:9][C:8]([C:57]2[C:56]([CH3:67])=[CH:55][C:54]([C:68]([CH2:69][CH3:70])([C:73]3[CH:78]=[CH:77][C:76](/[CH:79]=[CH:80]/[C:81]([CH2:85][CH3:86])([OH:84])[CH2:82][CH3:83])=[C:75]([CH3:87])[CH:74]=3)[CH2:71][CH3:72])=[CH:53][C:52]=2[CH3:51])=[CH:7][C:6]=1[F:12]. (2) Given the reactants [Cl:1][C:2]1[CH:8]=[CH:7][C:5]([NH2:6])=[CH:4][C:3]=1[C:9]1[CH:14]=[CH:13][CH:12]=[CH:11][N:10]=1.[Cl:15][C:16]1[CH:24]=[C:23]([S:25]([CH2:28][C:29]([OH:32])([CH3:31])[CH3:30])(=[O:27])=[O:26])[CH:22]=[CH:21][C:17]=1[C:18](O)=[O:19], predict the reaction product. The product is: [Cl:15][C:16]1[CH:24]=[C:23]([S:25]([CH2:28][C:29]([OH:32])([CH3:30])[CH3:31])(=[O:26])=[O:27])[CH:22]=[CH:21][C:17]=1[C:18]([NH:6][C:5]1[CH:7]=[CH:8][C:2]([Cl:1])=[C:3]([C:9]2[CH:14]=[CH:13][CH:12]=[CH:11][N:10]=2)[CH:4]=1)=[O:19]. (3) Given the reactants Cl[CH2:2][CH2:3][CH2:4][N:5]1[C:10]2[CH:11]=[C:12]([O:15][CH3:16])[CH:13]=[CH:14][C:9]=2[O:8][CH2:7][C:6]1=[O:17].C([O-])([O-])=O.[K+].[K+].[Na+].[I-].[CH2:26]([CH:30]1[CH2:35][CH2:34][NH:33][CH2:32][CH2:31]1)[CH2:27][CH2:28][CH3:29], predict the reaction product. The product is: [CH2:26]([CH:30]1[CH2:35][CH2:34][N:33]([CH2:2][CH2:3][CH2:4][N:5]2[C:10]3[CH:11]=[C:12]([O:15][CH3:16])[CH:13]=[CH:14][C:9]=3[O:8][CH2:7][C:6]2=[O:17])[CH2:32][CH2:31]1)[CH2:27][CH2:28][CH3:29]. (4) Given the reactants [N+:1]([C:4]1[CH:9]=[CH:8][C:7]([C:10](=[O:12])[CH3:11])=[CH:6][CH:5]=1)([O-:3])=[O:2].[N:13]1[CH:18]=[CH:17][C:16]([CH:19]=O)=[CH:15][CH:14]=1.[OH-].[Na+], predict the reaction product. The product is: [N+:1]([C:4]1[CH:5]=[CH:6][C:7]([C:10](=[O:12])/[CH:11]=[CH:19]/[C:16]2[CH:17]=[CH:18][N:13]=[CH:14][CH:15]=2)=[CH:8][CH:9]=1)([O-:3])=[O:2]. (5) Given the reactants Cl[C:2]1[N:7]=[CH:6][C:5]([C:8]2[CH:9]=[CH:10][C:11](=[O:16])[N:12]([CH2:14][CH3:15])[CH:13]=2)=[CH:4][CH:3]=1.[NH2:17][NH2:18].CO, predict the reaction product. The product is: [NH:17]([C:2]1[N:7]=[CH:6][C:5]([C:8]2[CH:9]=[CH:10][C:11](=[O:16])[N:12]([CH2:14][CH3:15])[CH:13]=2)=[CH:4][CH:3]=1)[NH2:18].